This data is from Reaction yield outcomes from USPTO patents with 853,638 reactions. The task is: Predict the reaction yield, written as a fraction of the theoretical maximum amount of product (1.0 means a 100% yield; for example, 0.34 means a 34% yield). (1) The reactants are [NH2:1][C@H:2]1[CH2:6][CH2:5][N:4]([C@H:7]([C:12]2[CH:13]=[CH:14][C:15]3[N:16]([C:18]([C:21]4[CH:30]=[CH:29][C:28]5[C:23](=[CH:24][C:25]([O:32][CH2:33][CH2:34][OH:35])=[C:26]([F:31])[CH:27]=5)[N:22]=4)=[N:19][N:20]=3)[CH:17]=2)[C:8]([F:11])([F:10])[F:9])[CH2:3]1.[C:36](=O)([O:46]C1C=CC([N+]([O-])=O)=CC=1)[O:37][CH2:38][C:39]1[O:40][C:41](=[O:45])[O:42][C:43]=1[CH3:44]. The catalyst is CN(C=O)C. The product is [F:10][C:8]([F:9])([F:11])[C@H:7]([N:4]1[CH2:5][CH2:6][C@H:2]([NH:1][C:36](=[O:46])[O:37][CH2:38][C:39]2[O:40][C:41](=[O:45])[O:42][C:43]=2[CH3:44])[CH2:3]1)[C:12]1[CH:13]=[CH:14][C:15]2[N:16]([C:18]([C:21]3[CH:30]=[CH:29][C:28]4[C:23](=[CH:24][C:25]([O:32][CH2:33][CH2:34][OH:35])=[C:26]([F:31])[CH:27]=4)[N:22]=3)=[N:19][N:20]=2)[CH:17]=1. The yield is 0.800. (2) The reactants are [H-].[Na+].[CH3:3][C:4]1[NH:5][C:6]2[CH:12]=[CH:11][CH:10]=[CH:9][C:7]=2[N:8]=1.CS(O[CH:18]1[CH2:23][CH2:22][N:21]([C:24]([O:26][C:27]([CH3:30])([CH3:29])[CH3:28])=[O:25])[CH2:20][CH2:19]1)(=O)=O. The catalyst is CN(C=O)C. The product is [CH3:3][C:4]1[N:8]([CH:18]2[CH2:23][CH2:22][N:21]([C:24]([O:26][C:27]([CH3:30])([CH3:29])[CH3:28])=[O:25])[CH2:20][CH2:19]2)[C:7]2[CH:9]=[CH:10][CH:11]=[CH:12][C:6]=2[N:5]=1. The yield is 0.0700. (3) The reactants are [Br:1][C:2]1[CH:7]=[C:6]([NH2:8])[CH:5]=[C:4]([C:9]([F:12])([F:11])[F:10])[C:3]=1[NH2:13].Br[CH2:15][CH2:16][O:17][CH2:18][CH2:19]Br.C(N(CC)C(C)C)(C)C.C(=O)(O)[O-]. The catalyst is CN(C)C=O. The product is [Br:1][C:2]1[CH:7]=[C:6]([N:8]2[CH2:19][CH2:18][O:17][CH2:16][CH2:15]2)[CH:5]=[C:4]([C:9]([F:12])([F:11])[F:10])[C:3]=1[NH2:13]. The yield is 0.630. (4) The reactants are [CH2:1]([O:3][C:4]([C:6]1[C:12]2[NH:13][C:14]3[C:15]([O:20]CC4C=CC=CC=4)=[CH:16][CH:17]=[CH:18][C:19]=3[C:11]=2[CH2:10][CH2:9][N:8]([C:28](=[O:36])[C:29]2[CH:34]=[CH:33][C:32]([F:35])=[CH:31][CH:30]=2)[CH:7]=1)=[O:5])[CH3:2].C1CC=CCC=1. The catalyst is [Pd]. The product is [CH2:1]([O:3][C:4]([C:6]1[C:12]2[NH:13][C:14]3[C:15]([OH:20])=[CH:16][CH:17]=[CH:18][C:19]=3[C:11]=2[CH2:10][CH2:9][N:8]([C:28](=[O:36])[C:29]2[CH:34]=[CH:33][C:32]([F:35])=[CH:31][CH:30]=2)[CH:7]=1)=[O:5])[CH3:2]. The yield is 0.620. (5) The reactants are [CH3:1][O:2][C:3]1[CH:33]=[CH:32][C:6]([CH2:7][S:8][C@H:9]2[CH2:13][N:12]([S:14]([C:17]3[CH:26]=[CH:25][C:24]4[C:19](=[CH:20][CH:21]=[CH:22][CH:23]=4)[CH:18]=3)(=[O:16])=[O:15])[C@H:11]([CH2:27][CH2:28][C:29]([OH:31])=O)[CH2:10]2)=[CH:5][CH:4]=1.[CH2:34]1[CH2:38]O[CH2:36][CH2:35]1.CCN=C=N[CH2:44][CH2:45][CH2:46][N:47]([CH3:49])C.C1C=CC2N(O)N=NC=2C=1. The catalyst is CCOC(C)=O. The product is [CH2:46]([N:47]([CH3:49])[C:29](=[O:31])[CH2:28][CH2:27][C@@H:11]1[CH2:10][C@@H:9]([S:8][CH2:7][C:6]2[CH:5]=[CH:4][C:3]([O:2][CH3:1])=[CH:33][CH:32]=2)[CH2:13][N:12]1[S:14]([C:17]1[CH:26]=[CH:25][C:24]2[C:19](=[CH:20][CH:21]=[CH:22][CH:23]=2)[CH:18]=1)(=[O:15])=[O:16])[C:45]1[CH:44]=[CH:36][CH:35]=[CH:34][CH:38]=1. The yield is 0.500. (6) The reactants are [NH:1]1[C:5]2=[N:6][CH:7]=[CH:8][CH:9]=[C:4]2[C:3]([C:10]2[CH2:15][CH2:14][N:13]([C:16]([O:18][C:19]([CH3:22])([CH3:21])[CH3:20])=[O:17])[CH2:12][CH:11]=2)=[CH:2]1.C([O-])=O.[NH4+]. The catalyst is [Pd].C(O)C. The product is [NH:1]1[C:5]2=[N:6][CH:7]=[CH:8][CH:9]=[C:4]2[C:3]([CH:10]2[CH2:15][CH2:14][N:13]([C:16]([O:18][C:19]([CH3:22])([CH3:21])[CH3:20])=[O:17])[CH2:12][CH2:11]2)=[CH:2]1. The yield is 0.800. (7) The reactants are [CH3:1][C:2]1[CH:7]=[CH:6][N:5]=[CH:4][CH:3]=1.[I:8][CH2:9][CH2:10][CH2:11][CH2:12]I. The catalyst is O1CCOCC1. The product is [I-:8].[CH2:9]([N+:5]1[CH:6]=[CH:7][C:2]([CH3:1])=[CH:3][CH:4]=1)[CH2:10][CH2:11][CH2:12][N+:5]1[CH:6]=[CH:7][C:2]([CH3:1])=[CH:3][CH:4]=1.[I-:8]. The yield is 0.910. (8) The reactants are [CH3:1][S:2][C:3]1[CH:11]=[C:10]2[C:6]([CH:7]=[CH:8][NH:9]2)=[CH:5][CH:4]=1.[F:12][C:13]([F:24])([F:23])[C:14](O[C:14](=[O:15])[C:13]([F:24])([F:23])[F:12])=[O:15].O. The catalyst is O1CCCC1. The product is [F:12][C:13]([F:24])([F:23])[C:14]([C:7]1[C:6]2[C:10](=[CH:11][C:3]([S:2][CH3:1])=[CH:4][CH:5]=2)[NH:9][CH:8]=1)=[O:15]. The yield is 0.500.